Dataset: Full USPTO retrosynthesis dataset with 1.9M reactions from patents (1976-2016). Task: Predict the reactants needed to synthesize the given product. (1) Given the product [Cl:31][C@@H:4]1[C@H:3]2[O:1][C@:2]32[C@:15]([CH3:27])([CH2:16][CH2:17][C@H:18]([O:20][C:21](=[O:26])[C:22]([CH3:25])([CH3:24])[CH3:23])[CH2:19]3)[C@@H:14]2[C@@H:5]1[C@H:6]1[C@@:10]([CH2:12][CH2:13]2)([CH3:11])[C:9](=[O:28])[C@H:8]2[CH2:29][C@@H:7]12, predict the reactants needed to synthesize it. The reactants are: [O:1]1[C@@H:3]2[C@H:4](O)[C@@H:5]3[C@@H:14]([C@@:15]4([CH3:27])[CH2:16][CH2:17][C@H:18]([O:20][C:21](=[O:26])[C:22]([CH3:25])([CH3:24])[CH3:23])[CH2:19][C@@:2]124)[CH2:13][CH2:12][C@@:10]1([CH3:11])[C@H:6]3[C@@H:7]2[CH2:29][C@@H:8]2[C:9]1=[O:28].[Cl:31]C(Cl)(Cl)C(C(Cl)(Cl)Cl)=O.C1(P(C2C=CC=CC=2)C2C=CC=CC=2)C=CC=CC=1. (2) Given the product [N:15]1[CH:16]=[CH:17][N:18]=[CH:19][C:14]=1[C:11]1([C:9]2[NH:1][C:2]3=[N:3][C:4]([N:20]4[CH2:25][CH2:24][CH2:23][C@@H:22]([C:26]([N:28]5[CH2:32][CH2:31][CH2:30][CH2:29]5)=[O:27])[CH2:21]4)=[CH:5][CH:6]=[C:7]3[N:8]=2)[CH2:13][CH2:12]1, predict the reactants needed to synthesize it. The reactants are: [NH2:1][C:2]1[C:7]([NH:8][C:9]([C:11]2([C:14]3[CH:19]=[N:18][CH:17]=[CH:16][N:15]=3)[CH2:13][CH2:12]2)=O)=[CH:6][CH:5]=[C:4]([N:20]2[CH2:25][CH2:24][CH2:23][C@@H:22]([C:26]([N:28]3[CH2:32][CH2:31][CH2:30][CH2:29]3)=[O:27])[CH2:21]2)[N:3]=1.CO.C[O-].[Na+].